From a dataset of Forward reaction prediction with 1.9M reactions from USPTO patents (1976-2016). Predict the product of the given reaction. (1) Given the reactants [CH3:1][C@H:2]1[NH:8][CH2:7][C:6]2[CH:9]=[CH:10][C:11]([C:13]([O:15][CH3:16])=[O:14])=[CH:12][C:5]=2[O:4][CH2:3]1.[CH:17](OCC)=[O:18], predict the reaction product. The product is: [CH:17]([N:8]1[CH2:7][C:6]2[CH:9]=[CH:10][C:11]([C:13]([O:15][CH3:16])=[O:14])=[CH:12][C:5]=2[O:4][CH2:3][C@H:2]1[CH3:1])=[O:18]. (2) Given the reactants [OH:1][C@H:2]1[CH2:7][CH2:6][C@H:5]2[C@H:8]3[C@H:17]([CH2:18][CH2:19][C@:3]12[CH3:4])[C@@H:16]1[C:11](=[CH:12][C:13](=[O:20])[CH2:14][CH2:15]1)[CH2:10][C@H:9]3[CH3:21].CO.O, predict the reaction product. The product is: [CH3:21][C@@H:9]1[CH2:10][C:11]2[C@H:16]([CH2:15][CH2:14][C:13](=[O:20])[CH:12]=2)[C@@H:17]2[C@@H:8]1[C@H:5]1[C@@:3]([CH2:19][CH2:18]2)([CH3:4])[C:2](=[O:1])[CH2:7][CH2:6]1. (3) Given the reactants [CH:1]1([C:5]2[C:26]([C:27]3[NH:35][C:30]4[CH2:31][NH:32][CH2:33][CH2:34][C:29]=4[N:28]=3)=[CH:25][C:8]([C:9]([N:11]3[CH2:16][CH2:15][CH:14]([C:17]4[CH:24]=[CH:23][C:20]([C:21]#[N:22])=[CH:19][CH:18]=4)[CH2:13][CH2:12]3)=[O:10])=[C:7]([CH3:36])[CH:6]=2)[CH2:4][CH2:3][CH2:2]1.[C:37](OC(OC)=O)(OC)=O.CCN(C(C)C)C(C)C, predict the reaction product. The product is: [CH:1]1([C:5]2[C:26]([C:27]3[NH:35][C:30]4[CH2:31][N:32]([CH3:37])[CH2:33][CH2:34][C:29]=4[N:28]=3)=[CH:25][C:8]([C:9]([N:11]3[CH2:12][CH2:13][CH:14]([C:17]4[CH:24]=[CH:23][C:20]([C:21]#[N:22])=[CH:19][CH:18]=4)[CH2:15][CH2:16]3)=[O:10])=[C:7]([CH3:36])[CH:6]=2)[CH2:2][CH2:3][CH2:4]1. (4) Given the reactants [O:1]1[CH2:5][CH2:4][O:3][CH:2]1[CH2:6][C:7]1([CH2:16][NH:17][C:18](=[O:24])[O:19][C:20]([CH3:23])([CH3:22])[CH3:21])[C:15]2[C:10](=[CH:11][CH:12]=[CH:13][CH:14]=2)[CH2:9][CH2:8]1.IC.[CH3:27][Si]([N-][Si](C)(C)C)(C)C.[Na+], predict the reaction product. The product is: [O:1]1[CH2:5][CH2:4][O:3][CH:2]1[CH2:6][C:7]1([CH2:16][N:17]([CH3:27])[C:18](=[O:24])[O:19][C:20]([CH3:21])([CH3:23])[CH3:22])[C:15]2[C:10](=[CH:11][CH:12]=[CH:13][CH:14]=2)[CH2:9][CH2:8]1. (5) Given the reactants [NH2:1][C:2]1[C:3](Br)=[CH:4][C:5]([F:16])=[C:6]([N:8]2[C:12](=[O:13])[N:11]([CH3:14])[C:10]([CH3:15])=[N:9]2)[CH:7]=1.CCO[C:21]([S-:23])=[S:22].[K+].Cl, predict the reaction product. The product is: [F:16][C:5]1[C:6]([N:8]2[C:12](=[O:13])[N:11]([CH3:14])[C:10]([CH3:15])=[N:9]2)=[CH:7][C:2]2[N:1]=[C:21]([SH:23])[S:22][C:3]=2[CH:4]=1. (6) Given the reactants [NH:1]1[C:9]2[C:4](=[CH:5][CH:6]=[CH:7][CH:8]=2)[CH2:3][C@H:2]1[C:10]([OH:12])=[O:11].[N+:13]([O-:16])(O)=[O:14].[OH-].[Na+].S(Cl)(Cl)=O.[CH2:23](O)[CH3:24], predict the reaction product. The product is: [N+:13]([C:7]1[CH:8]=[C:9]2[C:4]([CH2:3][C@@H:2]([C:10]([O:12][CH2:23][CH3:24])=[O:11])[NH:1]2)=[CH:5][CH:6]=1)([O-:16])=[O:14].